Dataset: Forward reaction prediction with 1.9M reactions from USPTO patents (1976-2016). Task: Predict the product of the given reaction. Given the reactants CN(C)C=[N:4][C:5]1[N:10]([CH2:11][CH3:12])[C:9](=[O:13])[N:8]([CH2:14][CH2:15][CH3:16])[C:7](=[O:17])[CH:6]=1, predict the reaction product. The product is: [NH2:4][C:5]1[N:10]([CH2:11][CH3:12])[C:9](=[O:13])[N:8]([CH2:14][CH2:15][CH3:16])[C:7](=[O:17])[CH:6]=1.